Dataset: Reaction yield outcomes from USPTO patents with 853,638 reactions. Task: Predict the reaction yield, written as a fraction of the theoretical maximum amount of product (1.0 means a 100% yield; for example, 0.34 means a 34% yield). The reactants are [Br:1][C:2]1[CH:23]=[C:22](/[CH:24]=[CH:25]/[CH:26]([C:31]2[CH:36]=[C:35]([Cl:37])[C:34]([Cl:38])=[C:33]([Cl:39])[CH:32]=2)[C:27]([F:30])([F:29])[F:28])[CH:21]=[CH:20][C:3]=1[C:4]([NH:6][CH:7]1[CH2:12][CH2:11][N:10](C(OC(C)(C)C)=O)[CH2:9][CH2:8]1)=[O:5]. The catalyst is Cl.O1CCOCC1. The product is [Br:1][C:2]1[CH:23]=[C:22](/[CH:24]=[CH:25]/[CH:26]([C:31]2[CH:32]=[C:33]([Cl:39])[C:34]([Cl:38])=[C:35]([Cl:37])[CH:36]=2)[C:27]([F:30])([F:28])[F:29])[CH:21]=[CH:20][C:3]=1[C:4]([NH:6][CH:7]1[CH2:12][CH2:11][NH:10][CH2:9][CH2:8]1)=[O:5]. The yield is 0.880.